Task: Predict the reaction yield, written as a fraction of the theoretical maximum amount of product (1.0 means a 100% yield; for example, 0.34 means a 34% yield).. Dataset: Reaction yield outcomes from USPTO patents with 853,638 reactions (1) The reactants are [CH2:1]([O:3][C:4]([CH2:6][O:7][C:8]1[C:9]([C:14]([NH2:16])=O)=[N:10][CH:11]=[CH:12][CH:13]=1)=[O:5])[CH3:2].C(N(CC)CC)C.FC(F)(F)C(OC(=O)C(F)(F)F)=O.O. The catalyst is C(Cl)Cl. The product is [C:14]([C:9]1[C:8]([O:7][CH2:6][C:4]([O:3][CH2:1][CH3:2])=[O:5])=[CH:13][CH:12]=[CH:11][N:10]=1)#[N:16]. The yield is 0.870. (2) The reactants are C[O:2][C:3]([C:5]1[CH:6]=[C:7]([C:16]2[CH:21]=[CH:20][C:19]([CH3:22])=[CH:18][CH:17]=2)[CH:8]=[C:9]([C:11]2[S:12][CH:13]=[CH:14][N:15]=2)[CH:10]=1)=[O:4].O[Li].O. The catalyst is C1COCC1.O. The product is [CH3:22][C:19]1[CH:18]=[CH:17][C:16]([C:7]2[CH:8]=[C:9]([C:11]3[S:12][CH:13]=[CH:14][N:15]=3)[CH:10]=[C:5]([C:3]([OH:4])=[O:2])[CH:6]=2)=[CH:21][CH:20]=1. The yield is 0.750. (3) The reactants are S(Cl)(Cl)=O.CC1C=CC=CC=1OCC(O)=O.CC1C=CC=CC=1OCC(Cl)=O.[CH3:29][O:30][C:31]1[CH:32]=[C:33]2[C:38](=[CH:39][C:40]=1[O:41][CH3:42])[N:37]=[CH:36][N:35]=[C:34]2[O:43][C:44]1[CH:50]=[CH:49][C:47]([NH2:48])=[CH:46][CH:45]=1.[CH3:51][C:52]1[CH:64]=[CH:63][CH:62]=[CH:61][C:53]=1[O:54][CH2:55][C:56]([N:58]=[C:59]=[S:60])=[O:57]. The catalyst is C1(C)C=CC=CC=1.C(O)C. The product is [CH3:29][O:30][C:31]1[CH:32]=[C:33]2[C:38](=[CH:39][C:40]=1[O:41][CH3:42])[N:37]=[CH:36][N:35]=[C:34]2[O:43][C:44]1[CH:50]=[CH:49][C:47]([NH:48][C:59]([NH:58][C:56](=[O:57])[CH2:55][O:54][C:53]2[CH:61]=[CH:62][CH:63]=[CH:64][C:52]=2[CH3:51])=[S:60])=[CH:46][CH:45]=1. The yield is 0.440. (4) The reactants are Br[C:2]1[CH:9]=[CH:8][C:7]([OH:10])=[CH:6][C:3]=1[CH:4]=[O:5].C1(C)C=CC=CC=1P(C1C=CC=CC=1C)C1C=CC=CC=1C.C(N(C(C)C)CC)(C)C.[C:42]([O:46][C:47](=[O:50])[CH:48]=[CH2:49])([CH3:45])([CH3:44])[CH3:43]. The catalyst is C(#N)CC.C(Cl)Cl.C([O-])(=O)C.[Pd+2].C([O-])(=O)C. The product is [C:42]([O:46][C:47](=[O:50])[CH:48]=[CH:49][C:2]1[CH:9]=[CH:8][C:7]([OH:10])=[CH:6][C:3]=1[CH:4]=[O:5])([CH3:45])([CH3:44])[CH3:43]. The yield is 0.806. (5) The catalyst is O1CCCC1. The yield is 0.870. The reactants are [CH3:1][CH:2]([CH3:31])[CH2:3][CH:4]([NH:20][C:21]1[CH:30]=[CH:29][C:24]([C:25]([O:27]C)=[O:26])=[CH:23][N:22]=1)[C:5]1[CH:10]=[CH:9][C:8]([N:11]2[CH:15]=[C:14]([C:16]([F:19])([F:18])[F:17])[CH:13]=[N:12]2)=[CH:7][CH:6]=1.[OH-].[Li+].Cl. The product is [CH3:1][CH:2]([CH3:31])[CH2:3][CH:4]([NH:20][C:21]1[CH:30]=[CH:29][C:24]([C:25]([OH:27])=[O:26])=[CH:23][N:22]=1)[C:5]1[CH:6]=[CH:7][C:8]([N:11]2[CH:15]=[C:14]([C:16]([F:18])([F:17])[F:19])[CH:13]=[N:12]2)=[CH:9][CH:10]=1. (6) The reactants are [F:1][C:2]([F:17])([F:16])[CH2:3][CH2:4][CH:5]([CH2:12][N+:13]([O-])=O)[CH2:6][C:7](OCC)=[O:8]. The catalyst is [Ni].C(O)C. The product is [F:1][C:2]([F:17])([F:16])[CH2:3][CH2:4][CH:5]1[CH2:12][NH:13][C:7](=[O:8])[CH2:6]1. The yield is 0.684. (7) The product is [CH3:17][N:16]([CH3:18])[CH:15]1[CH:13]2[CH2:12][CH2:11][CH:10]1[CH2:9][NH:8][CH2:14]2. The reactants are C([N:8]1[CH2:14][CH:13]2[CH:15]([N:16]([CH3:18])[CH3:17])[CH:10]([CH2:11][CH2:12]2)[CH2:9]1)C1C=CC=CC=1.N#N. The yield is 0.870. The catalyst is CO.[Pd].